The task is: Regression. Given two drug SMILES strings and cell line genomic features, predict the synergy score measuring deviation from expected non-interaction effect.. This data is from NCI-60 drug combinations with 297,098 pairs across 59 cell lines. (1) Drug 1: CCC1=CC2CC(C3=C(CN(C2)C1)C4=CC=CC=C4N3)(C5=C(C=C6C(=C5)C78CCN9C7C(C=CC9)(C(C(C8N6C)(C(=O)OC)O)OC(=O)C)CC)OC)C(=O)OC.C(C(C(=O)O)O)(C(=O)O)O. Drug 2: CC1=C(C(CCC1)(C)C)C=CC(=CC=CC(=CC(=O)O)C)C. Cell line: SF-295. Synergy scores: CSS=31.3, Synergy_ZIP=-0.120, Synergy_Bliss=-2.90, Synergy_Loewe=-28.3, Synergy_HSA=0.331. (2) Drug 1: C1CCC(C(C1)N)N.C(=O)(C(=O)[O-])[O-].[Pt+4]. Drug 2: CC1C(C(CC(O1)OC2CC(CC3=C2C(=C4C(=C3O)C(=O)C5=C(C4=O)C(=CC=C5)OC)O)(C(=O)CO)O)N)O.Cl. Cell line: PC-3. Synergy scores: CSS=49.0, Synergy_ZIP=-2.86, Synergy_Bliss=-3.29, Synergy_Loewe=-1.64, Synergy_HSA=-0.264. (3) Drug 1: CC1C(C(CC(O1)OC2CC(CC3=C2C(=C4C(=C3O)C(=O)C5=C(C4=O)C(=CC=C5)OC)O)(C(=O)C)O)N)O.Cl. Drug 2: COC1=NC(=NC2=C1N=CN2C3C(C(C(O3)CO)O)O)N. Cell line: ACHN. Synergy scores: CSS=31.0, Synergy_ZIP=0.584, Synergy_Bliss=5.27, Synergy_Loewe=3.46, Synergy_HSA=3.52. (4) Drug 1: CCC1=CC2CC(C3=C(CN(C2)C1)C4=CC=CC=C4N3)(C5=C(C=C6C(=C5)C78CCN9C7C(C=CC9)(C(C(C8N6C)(C(=O)OC)O)OC(=O)C)CC)OC)C(=O)OC.C(C(C(=O)O)O)(C(=O)O)O. Synergy scores: CSS=32.1, Synergy_ZIP=-5.57, Synergy_Bliss=-0.0394, Synergy_Loewe=0.0858, Synergy_HSA=-0.365. Cell line: HOP-92. Drug 2: CC1CCCC2(C(O2)CC(NC(=O)CC(C(C(=O)C(C1O)C)(C)C)O)C(=CC3=CSC(=N3)C)C)C.